From a dataset of Ames mutagenicity test results for genotoxicity prediction. Regression/Classification. Given a drug SMILES string, predict its toxicity properties. Task type varies by dataset: regression for continuous values (e.g., LD50, hERG inhibition percentage) or binary classification for toxic/non-toxic outcomes (e.g., AMES mutagenicity, cardiotoxicity, hepatotoxicity). Dataset: ames. (1) The molecule is CC(=O)OCN(CCCCCl)N=O. The result is 1 (mutagenic). (2) The compound is Clc1nncc2cnccc12. The result is 0 (non-mutagenic). (3) The molecule is CN1CCC[C@@H]1c1cccnc1. The result is 0 (non-mutagenic). (4) The molecule is CCN1CCOCC1. The result is 1 (mutagenic).